This data is from Full USPTO retrosynthesis dataset with 1.9M reactions from patents (1976-2016). The task is: Predict the reactants needed to synthesize the given product. (1) Given the product [CH:35]([O:34][C:12]1[CH:13]=[C:14]2[C:19](=[C:20]([CH3:21])[C:11]=1[O:10][C@H:43]1[C@@H:42]3[O:55][C:56](=[O:58])[O:57][C@@H:41]3[C@@H:40]([O:39][CH3:38])[C:45]([CH3:47])([CH3:46])[O:44]1)[O:18][C:17](=[O:22])[C:16]([NH:23][C:24](=[O:33])[O:25][CH2:26][C:27]1[CH:32]=[CH:31][CH:30]=[CH:29][CH:28]=1)=[CH:15]2)([CH3:37])[CH3:36], predict the reactants needed to synthesize it. The reactants are: B(F)(F)F.CCOCC.[OH:10][C:11]1[C:20]([CH3:21])=[C:19]2[C:14]([CH:15]=[C:16]([NH:23][C:24](=[O:33])[O:25][CH2:26][C:27]3[CH:32]=[CH:31][CH:30]=[CH:29][CH:28]=3)[C:17](=[O:22])[O:18]2)=[CH:13][C:12]=1[O:34][CH:35]([CH3:37])[CH3:36].[CH3:38][O:39][C@H:40]1[C:45]([CH3:47])([CH3:46])[O:44][C@H:43](N=C([O-])C(Cl)(Cl)Cl)[C@@H:42]2[O:55][C:56](=[O:58])[O:57][C@H:41]12.C(N(CC)CC)C. (2) Given the product [NH2:11][C:9]1[N:8]=[CH:7][N:6]=[C:5]2[N:4]([CH:27]([C:25]3[C:24]([O:30][CH2:31][CH3:32])=[C:23]([C:33]4[CH:34]=[CH:35][C:36]([C:39]([N:41]([CH3:42])[CH3:43])=[O:40])=[N:37][CH:38]=4)[C:22]([CH3:44])=[C:21]([Cl:20])[CH:26]=3)[CH3:28])[N:3]=[C:2]([I:1])[C:10]=12, predict the reactants needed to synthesize it. The reactants are: [I:1][C:2]1[C:10]2[C:5](=[N:6][CH:7]=[N:8][C:9]=2[NH2:11])[NH:4][N:3]=1.C(=O)([O-])[O-].[Cs+].[Cs+].[I-].[K+].[Cl:20][C:21]1[C:22]([CH3:44])=[C:23]([C:33]2[CH:34]=[CH:35][C:36]([C:39]([N:41]([CH3:43])[CH3:42])=[O:40])=[N:37][CH:38]=2)[C:24]([O:30][CH2:31][CH3:32])=[C:25]([CH:27](Cl)[CH3:28])[CH:26]=1. (3) Given the product [CH2:7]([O:9][C:10](=[O:26])/[C:11](/[C:19]1[S:20][C:21]([S:3]([CH3:27])(=[O:5])=[O:2])=[CH:22][CH:23]=1)=[CH:12]/[CH2:13][CH:14]1[CH2:18][CH2:17][CH2:16][CH2:15]1)[CH3:8], predict the reactants needed to synthesize it. The reactants are: O[O:2][S:3]([O-:5])=O.[K+].[CH2:7]([O:9][C:10](=[O:26])/[C:11](/[C:19]1[S:20][C:21](SC)=[CH:22][CH:23]=1)=[CH:12]/[CH2:13][CH:14]1[CH2:18][CH2:17][CH2:16][CH2:15]1)[CH3:8].[CH3:27]O. (4) Given the product [Cl:20][C:21]1[CH:26]=[C:25]([O:27][C:28]([F:29])([F:30])[F:31])[CH:24]=[CH:23][C:22]=1[O:32][C:2]1[C:7]([C:8]([O:10][CH3:11])=[O:9])=[CH:6][N:5]=[C:4]([C:12]2[CH:17]=[CH:16][C:15]([CH3:18])=[C:14]([F:19])[CH:13]=2)[CH:3]=1, predict the reactants needed to synthesize it. The reactants are: Cl[C:2]1[C:7]([C:8]([O:10][CH3:11])=[O:9])=[CH:6][N:5]=[C:4]([C:12]2[CH:17]=[CH:16][C:15]([CH3:18])=[C:14]([F:19])[CH:13]=2)[CH:3]=1.[Cl:20][C:21]1[CH:26]=[C:25]([O:27][C:28]([F:31])([F:30])[F:29])[CH:24]=[CH:23][C:22]=1[OH:32]. (5) The reactants are: C[Si](Br)(C)C.[C:6]([O:9][C:10]1[CH:15]=[CH:14][C:13]([P:16](OCC)([CH2:18][P:19]([O:24]CC)([O:21]CC)=[O:20])=[O:17])=[CH:12][C:11]=1[C:30]([CH3:62])([CH3:61])[CH2:31][C:32]([N:34]1[CH2:39][CH2:38][N:37]([C:40]2[C:49]([O:50][CH3:51])=[C:48]3[C:43]([C:44](=[O:58])[C:45]([C:55]([OH:57])=[O:56])=[CH:46][N:47]3[CH:52]3[CH2:54][CH2:53]3)=[CH:42][C:41]=2[F:59])[CH2:36][CH:35]1[CH3:60])=[O:33])(=[O:8])[CH3:7].N1C(C)=CC=CC=1C. Given the product [C:6]([O:9][C:10]1[C:11]([C:30]([CH3:61])([CH3:62])[CH2:31][C:32]([N:34]2[CH2:39][CH2:38][N:37]([C:40]3[C:49]([O:50][CH3:51])=[C:48]4[C:43]([C:44](=[O:58])[C:45]([C:55]([OH:57])=[O:56])=[CH:46][N:47]4[CH:52]4[CH2:53][CH2:54]4)=[CH:42][C:41]=3[F:59])[CH2:36][CH:35]2[CH3:60])=[O:33])=[CH:12][C:13](=[P:16]([CH2:18][P:19]([OH:24])([OH:21])=[O:20])=[O:17])[CH2:14][CH:15]=1)(=[O:8])[CH3:7], predict the reactants needed to synthesize it. (6) The reactants are: [CH2:1]([N:3]1[CH2:8][CH2:7][NH:6][CH2:5][CH2:4]1)[CH3:2].[Cl:9][C:10]1[CH:11]=[N:12][CH:13]=[C:14]([Cl:17])[C:15]=1Cl.C(N(CC)CC)C. Given the product [Cl:17][C:14]1[CH:13]=[N:12][CH:11]=[C:10]([Cl:9])[C:15]=1[N:6]1[CH2:7][CH2:8][N:3]([CH2:1][CH3:2])[CH2:4][CH2:5]1, predict the reactants needed to synthesize it. (7) Given the product [NH2:20][C:10]1[C:9]([O:8][C@@H:7]([C:23]2[CH:24]=[N:25][CH:26]=[CH:27][CH:28]=2)[CH2:6][N:1]2[CH:5]=[CH:4][N:3]=[CH:2]2)=[CH:18][CH:17]=[C:16]2[C:11]=1[CH2:12][CH2:13][CH2:14][C:15]2=[O:19], predict the reactants needed to synthesize it. The reactants are: [N:1]1([CH2:6][C@H:7]([C:23]2[CH:24]=[N:25][CH:26]=[CH:27][CH:28]=2)[O:8][C:9]2[C:10]([N+:20]([O-])=O)=[C:11]3[C:16](=[CH:17][CH:18]=2)[C:15](=[O:19])[CH2:14][CH2:13][CH2:12]3)[CH:5]=[CH:4][N:3]=[CH:2]1.CO.C(O)(=O)C.C([O-])(O)=O.[Na+].